From a dataset of NCI-60 drug combinations with 297,098 pairs across 59 cell lines. Regression. Given two drug SMILES strings and cell line genomic features, predict the synergy score measuring deviation from expected non-interaction effect. Drug 1: CS(=O)(=O)CCNCC1=CC=C(O1)C2=CC3=C(C=C2)N=CN=C3NC4=CC(=C(C=C4)OCC5=CC(=CC=C5)F)Cl. Drug 2: C1C(C(OC1N2C=NC(=NC2=O)N)CO)O. Cell line: TK-10. Synergy scores: CSS=21.3, Synergy_ZIP=-0.859, Synergy_Bliss=7.13, Synergy_Loewe=3.73, Synergy_HSA=5.94.